Dataset: Cav3 T-type calcium channel HTS with 100,875 compounds. Task: Binary Classification. Given a drug SMILES string, predict its activity (active/inactive) in a high-throughput screening assay against a specified biological target. (1) The molecule is O(c1cc(c(N\C=C2\C(=O)N(CC=C)C(=O)NC2=O)cc1)C)C. The result is 0 (inactive). (2) The molecule is Fc1ccc(COC(=O)c2[nH]c(c(c2C)C(OC)=O)C)cc1. The result is 0 (inactive). (3) The molecule is Clc1ccc(OC(c2n(S(=O)(=O)C)ncc2)C)cc1. The result is 0 (inactive). (4) The molecule is O=C(N1CCC(CC1)C)c1[nH]cnc1C(=O)NC(CC(C)C)C(OC(C)(C)C)=O. The result is 0 (inactive). (5) The molecule is S(CC(=O)N(CC1CC1)CCC)c1oc(nn1)c1c2c(nc(c1)c1sccc1)cccc2. The result is 0 (inactive). (6) The drug is O1N=C(CC1Cn1c2c(c(cc1=O)C)cccc2)c1ccc(OC)cc1. The result is 0 (inactive). (7) The compound is O1CCN(CC1)c1cc2c(oc(c2/C=C\c2ccc(OC)cc2)c2cc(ccc2)C)cc1. The result is 0 (inactive). (8) The compound is OC(=O)CCNc1ncnc2c1cc(cc2)C. The result is 0 (inactive). (9) The result is 0 (inactive). The molecule is o1c2c([nH]c(nc2=O)CO)c2c1cccc2. (10) The result is 0 (inactive). The compound is Fc1c(N2c3n(CC2=O)c2c(n3)cccc2)cccc1.